This data is from Full USPTO retrosynthesis dataset with 1.9M reactions from patents (1976-2016). The task is: Predict the reactants needed to synthesize the given product. (1) Given the product [NH2:1][C:2]1[N:7]=[CH:6][N:5]=[C:4]2[N:8]([C@@H:12]3[CH2:17][CH2:16][CH2:15][N:14]([C:18]([O:20][C:21]([CH3:24])([CH3:23])[CH3:22])=[O:19])[CH2:13]3)[N:9]=[C:10]([C:32]3[CH:31]=[CH:30][C:29]([O:28][C:27]4[CH:44]=[C:45]([F:48])[CH:46]=[CH:47][C:26]=4[F:25])=[CH:34][CH:33]=3)[C:3]=12, predict the reactants needed to synthesize it. The reactants are: [NH2:1][C:2]1[N:7]=[CH:6][N:5]=[C:4]2[N:8]([C@@H:12]3[CH2:17][CH2:16][CH2:15][N:14]([C:18]([O:20][C:21]([CH3:24])([CH3:23])[CH3:22])=[O:19])[CH2:13]3)[N:9]=[C:10](I)[C:3]=12.[F:25][C:26]1[CH:47]=[CH:46][C:45]([F:48])=[CH:44][C:27]=1[O:28][C:29]1[CH:34]=[CH:33][C:32](B2OC(C)(C)C(C)(C)O2)=[CH:31][CH:30]=1.C(=O)([O-])[O-].[Na+].[Na+]. (2) Given the product [C:44]([C:39]1[CH:40]=[C:41]2[C:36](=[C:37]([F:48])[CH:38]=1)[C:35](=[O:49])[N:34]([C:7]1[C:6]([CH2:5][OH:4])=[C:11]([C:12]3[CH:17]=[C:16]([NH:18][C:19]4[CH:31]=[C:22]5[CH2:23][N:24]([CH:27]6[CH2:30][O:29][CH2:28]6)[CH2:25][CH2:26][N:21]5[N:20]=4)[C:15](=[O:32])[N:14]([CH3:33])[N:13]=3)[CH:10]=[CH:9][N:8]=1)[N:43]=[CH:42]2)([CH3:47])([CH3:45])[CH3:46], predict the reactants needed to synthesize it. The reactants are: C([O:4][CH2:5][C:6]1[C:7]([N:34]2[N:43]=[CH:42][C:41]3[C:36](=[C:37]([F:48])[CH:38]=[C:39]([C:44]([CH3:47])([CH3:46])[CH3:45])[CH:40]=3)[C:35]2=[O:49])=[N:8][CH:9]=[CH:10][C:11]=1[C:12]1[CH:17]=[C:16]([NH:18][C:19]2[CH:31]=[C:22]3[CH2:23][N:24]([CH:27]4[CH2:30][O:29][CH2:28]4)[CH2:25][CH2:26][N:21]3[N:20]=2)[C:15](=[O:32])[N:14]([CH3:33])[N:13]=1)(=O)C.[OH-].[Li+]. (3) Given the product [F:1][C:2]1[CH:3]=[C:4]2[C:9](=[CH:10][C:11]=1[Cl:12])[C:8]([Cl:25])=[N:7][CH:6]=[CH:5]2, predict the reactants needed to synthesize it. The reactants are: [F:1][C:2]1[CH:3]=[C:4]2[C:9](=[CH:10][C:11]=1[Cl:12])[CH:8]=[N+:7]([O-])[CH:6]=[CH:5]2.BrC1C=C2C(=CC=1)C([Cl:25])=NC=C2. (4) Given the product [C:28]1([N:22]2[C:23]([C:24]([F:27])([F:26])[F:25])=[C:19]([C:18]3[N:37]=[N:36][C:2]4[CH2:3][CH2:4][CH2:5][CH2:6][CH2:7][CH2:8][C:1]=4[CH:17]=3)[CH:20]=[N:21]2)[CH:33]=[CH:32][CH:31]=[CH:30][CH:29]=1, predict the reactants needed to synthesize it. The reactants are: [C:1]1(=O)[CH2:8][CH2:7][CH2:6][CH2:5][CH2:4][CH2:3][C:2]1=O.COP([CH2:17][C:18](=O)[C:19]1[CH:20]=[N:21][N:22]([C:28]2[CH:33]=[CH:32][CH:31]=[CH:30][CH:29]=2)[C:23]=1[C:24]([F:27])([F:26])[F:25])(=O)OC.O.[NH2:36][NH2:37]. (5) Given the product [CH:12]12[CH2:18][CH:15]([CH:16]=[CH:17]1)[CH2:14][CH:13]2[CH2:19][CH:20]1[O:6][C:4](=[O:5])[CH2:3][CH2:2]1, predict the reactants needed to synthesize it. The reactants are: Br[CH2:2][CH2:3][C:4]([OH:6])=[O:5].C([Li])CCC.[CH:12]12[CH2:18][CH:15]([CH:16]=[CH:17]1)[CH2:14][CH:13]2[CH2:19][CH:20]=O.Cl. (6) Given the product [CH3:1][O:2][C:3]1[CH:35]=[C:34]([O:36][CH3:37])[CH:33]=[CH:32][C:4]=1[CH2:5][N:6]1[C:11]([C:12]2[CH:20]=[CH:19][C:18]3[N:17]4[CH2:21][CH2:22][C:23](=[O:24])[C:16]4=[CH:15][C:14]=3[CH:13]=2)=[C:10]([CH2:25][CH3:26])[CH:9]=[C:8]([C:27]([O:29][CH3:30])=[O:28])[C:7]1=[O:31], predict the reactants needed to synthesize it. The reactants are: [CH3:1][O:2][C:3]1[CH:35]=[C:34]([O:36][CH3:37])[CH:33]=[CH:32][C:4]=1[CH2:5][N:6]1[C:11]([C:12]2[CH:20]=[CH:19][C:18]3[N:17]4[CH2:21][CH2:22][CH:23]([OH:24])[C:16]4=[CH:15][C:14]=3[CH:13]=2)=[C:10]([CH2:25][CH3:26])[CH:9]=[C:8]([C:27]([O:29][CH3:30])=[O:28])[C:7]1=[O:31]. (7) Given the product [Cl:25][C:20]1[CH:21]=[CH:22][CH:23]=[CH:24][C:19]=1[N:17]([CH3:18])[C:15]([C:13]1[S:12][C:11]2[C:5]3[CH:4]=[CH:3][C:2]([C:49]([NH:33][CH2:32][CH2:31][CH2:30][N:29]([CH2:34][CH3:35])[CH2:27][CH3:28])=[O:50])=[CH:26][C:6]=3[O:7][CH2:8][CH2:9][C:10]=2[CH:14]=1)=[O:16], predict the reactants needed to synthesize it. The reactants are: Br[C:2]1[CH:3]=[CH:4][C:5]2[C:11]3[S:12][C:13]([C:15]([N:17]([C:19]4[CH:24]=[CH:23][CH:22]=[CH:21][C:20]=4[Cl:25])[CH3:18])=[O:16])=[CH:14][C:10]=3[CH2:9][CH2:8][O:7][C:6]=2[CH:26]=1.[CH2:27]([N:29]([CH2:34][CH3:35])[CH2:30][CH2:31][CH2:32][NH2:33])[CH3:28].C1CCN2C(=NCCC2)CC1.C1C[O:50][CH2:49]C1. (8) Given the product [CH:11]1([N:7]2[CH2:8][CH2:9][CH2:10][N:5]3[C:4](=[O:15])[N:3]=[C:2]([O:28][CH2:27][C:24]4[CH:25]=[CH:26][C:21]([O:20][C:19]5[CH:30]=[CH:31][C:32]([F:33])=[C:17]([F:16])[CH:18]=5)=[C:22]([F:29])[CH:23]=4)[CH:14]=[C:6]23)[CH2:13][CH2:12]1, predict the reactants needed to synthesize it. The reactants are: Cl[C:2]1[CH:14]=[C:6]2[N:7]([CH:11]3[CH2:13][CH2:12]3)[CH2:8][CH2:9][CH2:10][N:5]2[C:4](=[O:15])[N:3]=1.[F:16][C:17]1[CH:18]=[C:19]([CH:30]=[CH:31][C:32]=1[F:33])[O:20][C:21]1[CH:26]=[CH:25][C:24]([CH2:27][OH:28])=[CH:23][C:22]=1[F:29]. (9) Given the product [C:1]1([C:7]2[N:11]([C:12]3[CH:13]=[C:22]([CH:17]=[CH:18][N:19]=3)[C:23]([OH:20])=[O:24])[N:10]=[CH:9][CH:8]=2)[CH:6]=[CH:5][CH:4]=[CH:3][CH:2]=1, predict the reactants needed to synthesize it. The reactants are: [C:1]1([C:7]2[N:11]([C:12]3[CH:13]=C([CH:17]=[CH:18][N:19]=3)C#N)[N:10]=[CH:9][CH:8]=2)[CH:6]=[CH:5][CH:4]=[CH:3][CH:2]=1.[OH-:20].[Na+].[CH3:22][CH2:23][OH:24].